This data is from Reaction yield outcomes from USPTO patents with 853,638 reactions. The task is: Predict the reaction yield, written as a fraction of the theoretical maximum amount of product (1.0 means a 100% yield; for example, 0.34 means a 34% yield). (1) The reactants are [Br:1][C:2]1[CH:3]=[C:4]([NH:10][C:11]2C=CN=[CH:13][N:12]=2)[C:5](=[O:9])[N:6]([CH3:8])[CH:7]=1.[CH3:17][N:18]1[CH2:23][CH2:22]C2N=C(N)[S:26][C:20]=2[CH2:19]1.BrC1C(=O)N(C)C=C(Br)C=1. No catalyst specified. The product is [Br:1][C:2]1[CH:3]=[C:4]([NH:10][C:11]2[S:26][C:20]3[CH2:19][N:18]([CH3:17])[CH2:23][CH2:22][C:13]=3[N:12]=2)[C:5](=[O:9])[N:6]([CH3:8])[CH:7]=1. The yield is 0.440. (2) The reactants are C(O)CCO.CC1C=CC(S(OCC(CC2C=CC([N+]([O-])=O)=CC=2)COS(C2C=CC(C)=CC=2)(=O)=O)(=O)=O)=CC=1.[N+:41]([C:44]1[CH:51]=[CH:50][C:47]([CH2:48]Br)=[CH:46][CH:45]=1)([O-:43])=[O:42].[C:52]([O:60][CH2:61][CH3:62])(=[O:59])[CH2:53][C:54]([O:56][CH2:57][CH3:58])=[O:55].C([O-])([O-])=O.[K+].[K+]. The catalyst is CC(C)=O. The product is [N+:41]([C:44]1[CH:51]=[CH:50][C:47]([CH2:48][CH:53]([C:54]([O:56][CH2:57][CH3:58])=[O:55])[C:52]([O:60][CH2:61][CH3:62])=[O:59])=[CH:46][CH:45]=1)([O-:43])=[O:42]. The yield is 0.880. (3) The reactants are Cl[C:2]1[C:11]2[C:6](=[CH:7][C:8]([O:14][CH2:15][CH2:16][CH2:17][N:18]3[CH2:22][CH2:21][CH2:20][CH2:19]3)=[C:9]([O:12][CH3:13])[CH:10]=2)[N:5]=[CH:4][N:3]=1.[OH:23][C:24]1[CH:25]=[C:26]2[CH:32]=[CH:31][NH:30][C:27]2=[N:28][CH:29]=1.C(=O)([O-])[O-].[K+].[K+].[OH-].[Na+]. The catalyst is CN(C=O)C.ClCCl.CO. The product is [CH3:13][O:12][C:9]1[CH:10]=[C:11]2[C:6](=[CH:7][C:8]=1[O:14][CH2:15][CH2:16][CH2:17][N:18]1[CH2:22][CH2:21][CH2:20][CH2:19]1)[N:5]=[CH:4][N:3]=[C:2]2[O:23][C:24]1[CH:25]=[C:26]2[CH:32]=[CH:31][NH:30][C:27]2=[N:28][CH:29]=1. The yield is 0.180. (4) The reactants are [OH:1][C:2]1[CH:3]=[C:4]([CH2:9][C:10]#[N:11])[CH:5]=[CH:6][C:7]=1[CH3:8].C([O-])([O-])=O.[K+].[K+].Br[CH2:19][CH2:20][CH2:21][CH3:22]. The catalyst is CC(C)=O. The product is [CH2:19]([O:1][C:2]1[CH:3]=[C:4]([CH2:9][C:10]#[N:11])[CH:5]=[CH:6][C:7]=1[CH3:8])[CH2:20][CH2:21][CH3:22]. The yield is 0.610. (5) The reactants are [NH:1]1[CH2:6][CH2:5][O:4][CH2:3][CH2:2]1.C(N(CC)CC)C.Br[CH2:15][C:16]1[S:17][CH:18]=[C:19]([C:21]2[CH:26]=[C:25]([C:27]([CH3:30])([CH3:29])[CH3:28])[C:24]([OH:31])=[C:23]([C:32]([CH3:35])([CH3:34])[CH3:33])[CH:22]=2)[N:20]=1.C(OCC)(=O)C. The catalyst is CN(C)C=O. The product is [C:32]([C:23]1[CH:22]=[C:21]([C:19]2[N:20]=[C:16]([CH2:15][N:1]3[CH2:6][CH2:5][O:4][CH2:3][CH2:2]3)[S:17][CH:18]=2)[CH:26]=[C:25]([C:27]([CH3:30])([CH3:29])[CH3:28])[C:24]=1[OH:31])([CH3:35])([CH3:34])[CH3:33]. The yield is 0.920. (6) The reactants are [NH2:1][C:2]1[N:7]=[C:6]([NH2:8])[C:5]([O:9][C:10]2[C:11]([CH:21]([CH3:23])[CH3:22])=[CH:12][C:13]([O:19][CH3:20])=[C:14]([CH:18]=2)[C:15]([NH2:17])=O)=[CH:4][N:3]=1.COC1C=CC(P2(SP(C3C=CC(OC)=CC=3)(=S)S2)=[S:33])=CC=1. The catalyst is C1COCC1. The product is [NH2:1][C:2]1[N:7]=[C:6]([NH2:8])[C:5]([O:9][C:10]2[C:11]([CH:21]([CH3:23])[CH3:22])=[CH:12][C:13]([O:19][CH3:20])=[C:14]([CH:18]=2)[C:15]([NH2:17])=[S:33])=[CH:4][N:3]=1. The yield is 0.760. (7) The reactants are C(O[C:6]([N:8]1[CH2:13][CH2:12][CH:11]([O:14][C:15]2[C:20]([Cl:21])=[CH:19][N:18]=[CH:17][C:16]=2[Cl:22])[CH2:10][CH2:9]1)=O)(C)(C)C.FC(F)(F)C(O)=O.[O:30]1C[CH:31]1[CH2:33][N:34]1[C:42]2[CH2:41][CH2:40][N:39]([C:43](=[O:45])[CH3:44])[CH2:38][C:37]=2[C:36]([C:46]2[CH:51]=[CH:50][C:49]([C:52]([F:55])([F:54])[F:53])=[CH:48][CH:47]=2)=[N:35]1. The catalyst is C(Cl)Cl. The product is [Cl:21][C:20]1[CH:19]=[N:18][CH:17]=[C:16]([Cl:22])[C:15]=1[O:14][CH:11]1[CH2:10][CH2:9][N:8]([CH2:6][CH:31]([OH:30])[CH2:33][N:34]2[C:42]3[CH2:41][CH2:40][N:39]([C:43](=[O:45])[CH3:44])[CH2:38][C:37]=3[C:36]([C:46]3[CH:51]=[CH:50][C:49]([C:52]([F:55])([F:54])[F:53])=[CH:48][CH:47]=3)=[N:35]2)[CH2:13][CH2:12]1. The yield is 0.540. (8) The catalyst is CS(C)=O.O. The reactants are [F:1][C:2]1[CH:7]=[CH:6][C:5]([F:8])=[CH:4][C:3]=1[C:9]1([C:15]#[N:16])[CH2:14][CH2:13][O:12][CH2:11][CH2:10]1.C([O-])([O-])=[O:18].[K+].[K+].OO. The yield is 0.800. The product is [F:1][C:2]1[CH:7]=[CH:6][C:5]([F:8])=[CH:4][C:3]=1[C:9]1([C:15]([NH2:16])=[O:18])[CH2:10][CH2:11][O:12][CH2:13][CH2:14]1.